From a dataset of Forward reaction prediction with 1.9M reactions from USPTO patents (1976-2016). Predict the product of the given reaction. (1) Given the reactants CO[C:3]1[CH:8]=[CH:7][N:6]=[C:5]([NH:9][C:10]2[CH:11]=[C:12]([NH:17][C:18]([C:20]3[C:28]4[C:23](=[CH:24][CH:25]=[CH:26][CH:27]=4)[NH:22][N:21]=3)=[O:19])[CH:13]=[CH:14][C:15]=2[CH3:16])[N:4]=1.C[Si]([Cl:33])(C)C.[Na+].[I-].C([O-])([O-])=O.[Na+].[Na+].O=P(Cl)(Cl)Cl, predict the reaction product. The product is: [Cl:33][C:3]1[CH:8]=[CH:7][N:6]=[C:5]([NH:9][C:10]2[CH:11]=[C:12]([NH:17][C:18]([C:20]3[C:28]4[C:23](=[CH:24][CH:25]=[CH:26][CH:27]=4)[NH:22][N:21]=3)=[O:19])[CH:13]=[CH:14][C:15]=2[CH3:16])[N:4]=1. (2) Given the reactants [CH3:1][CH:2]([CH2:4][CH2:5][CH2:6][C@H:7]([C@@H:9]1[C@:26]2([CH3:27])[C@H:12]([C@H:13]3[C@H:23]([CH2:24][CH2:25]2)[C@:21]2([CH3:22])[C:16]([CH2:17][C@@H:18]([O:28][CH2:29][CH2:30][CH2:31][CH2:32][CH2:33][CH2:34][CH2:35][CH2:36][CH2:37][CH:38]=[O:39])[CH2:19][CH2:20]2)=[CH:15][CH2:14]3)[CH2:11][CH2:10]1)[CH3:8])[CH3:3].[O:40]1CCO[CH:41]1[CH2:45][Mg]Br.C(OC)(OC)OC.CC1C=CC(S([O-])(=O)=O)=CC=1.C1C=C[NH+]=CC=1.Cl, predict the reaction product. The product is: [CH3:3][CH:2]([CH2:4][CH2:5][CH2:6][C@H:7]([C@@H:9]1[C@:26]2([CH3:27])[C@H:12]([C@H:13]3[C@H:23]([CH2:24][CH2:25]2)[C@:21]2([CH3:22])[C:16]([CH2:17][C@@H:18]([O:28][CH2:29][CH2:30][CH2:31][CH2:32][CH2:33][CH2:34][CH2:35][CH2:36][CH2:37][CH:38]([OH:39])[CH2:45][CH:41]=[O:40])[CH2:19][CH2:20]2)=[CH:15][CH2:14]3)[CH2:11][CH2:10]1)[CH3:8])[CH3:1]. (3) The product is: [CH3:9][O:8][C:6]([C:5]1[CH:4]=[N:2][N:21]([C:16]2[C:15]([CH3:14])=[CH:20][CH:19]=[CH:18][N:17]=2)[C:11]=1[CH3:12])=[O:7]. Given the reactants C[N:2]([CH:4]=[C:5]([C:11](=O)[CH3:12])[C:6]([O:8][CH2:9]C)=[O:7])C.[CH3:14][C:15]1[C:16]([NH:21]N)=[N:17][CH:18]=[CH:19][CH:20]=1, predict the reaction product. (4) The product is: [Cl:1][C:2]1[CH:3]=[C:4]([C:8]2[C:13]3[N:14]([CH2:26][C@H:27]4[CH2:32][CH2:31][C@H:30]([CH3:33])[CH2:29][CH2:28]4)[C:15]([C:17]([C:19]4[CH:24]=[CH:23][CH:22]=[CH:21][C:20]=4[F:25])([OH:18])[CH3:40])=[N:16][C:12]=3[CH:11]=[C:10]([C:34]3[NH:38][C:37](=[O:39])[O:36][N:35]=3)[N:9]=2)[CH:5]=[N:6][CH:7]=1. Given the reactants [Cl:1][C:2]1[CH:3]=[C:4]([C:8]2[C:13]3[N:14]([CH2:26][C@H:27]4[CH2:32][CH2:31][C@H:30]([CH3:33])[CH2:29][CH2:28]4)[C:15]([C:17]([C:19]4[CH:24]=[CH:23][CH:22]=[CH:21][C:20]=4[F:25])=[O:18])=[N:16][C:12]=3[CH:11]=[C:10]([C:34]3[NH:38][C:37](=[O:39])[O:36][N:35]=3)[N:9]=2)[CH:5]=[N:6][CH:7]=1.[CH3:40][Mg]Br, predict the reaction product. (5) Given the reactants [Cl:1][C:2]1[CH:11]=[CH:10][C:5]2[N:6]=[C:7]([NH2:9])[S:8][C:4]=2[CH:3]=1.[C:12](N1C=CN=C1)([N:14]1[CH:18]=[CH:17][N:16]=[CH:15]1)=[S:13], predict the reaction product. The product is: [Cl:1][C:2]1[CH:11]=[CH:10][C:5]2[N:6]=[C:7]([NH:9][C:12]([N:14]3[CH:18]=[CH:17][N:16]=[CH:15]3)=[S:13])[S:8][C:4]=2[CH:3]=1. (6) Given the reactants [O:1]=[CH:2][C@@H:3]([C@H:5]([C@@H:7]([CH2:9][OH:10])[OH:8])[OH:6])[OH:4].[O:11]=C[C@@H]([C@H]([C@H](CO)O)O)O.OP([O-])([O-])=O.[K+:26].[K+].OP([O-])(O)=O.[K+], predict the reaction product. The product is: [O:1]=[C:2]([O-:11])[C@@H:3]([C@H:5]([C@@H:7]([CH2:9][OH:10])[OH:8])[OH:6])[OH:4].[K+:26].